Dataset: Peptide-MHC class II binding affinity with 134,281 pairs from IEDB. Task: Regression. Given a peptide amino acid sequence and an MHC pseudo amino acid sequence, predict their binding affinity value. This is MHC class II binding data. The peptide sequence is APCRIPVIVADDLTA. The MHC is DRB1_1101 with pseudo-sequence DRB1_1101. The binding affinity (normalized) is 0.